From a dataset of Reaction yield outcomes from USPTO patents with 853,638 reactions. Predict the reaction yield, written as a fraction of the theoretical maximum amount of product (1.0 means a 100% yield; for example, 0.34 means a 34% yield). (1) The reactants are Br[C:2]1[C:3]([C:12]#[N:13])=[N:4][C:5]([O:10][CH3:11])=[C:6]([O:8][CH3:9])[CH:7]=1.[C:14]1([C:23]2[CH:28]=[CH:27][CH:26]=[CH:25][CH:24]=2)[CH:19]=[CH:18][CH:17]=[C:16](B(O)O)[CH:15]=1.[Na+].O.S(C1C=C(P(C2C=CC=C(S([O-])(=O)=O)C=2)C2C=CC=C(S([O-])(=O)=O)C=2)C=CC=1)([O-])(=O)=O.[Na+].[Na+].C(NC(C)C)(C)C. The catalyst is CN(C=O)C.CC([O-])=O.CC([O-])=O.[Pd+2].O. The product is [C:14]1([C:23]2[CH:24]=[CH:25][CH:26]=[CH:27][CH:28]=2)[CH:19]=[CH:18][CH:17]=[C:16]([C:2]2[C:3]([C:12]#[N:13])=[N:4][C:5]([O:10][CH3:11])=[C:6]([O:8][CH3:9])[CH:7]=2)[CH:15]=1. The yield is 0.890. (2) The catalyst is FC(F)(F)C(O)=O. The product is [F:1][C:2]1[CH:7]=[CH:6][C:5]([F:8])=[CH:4][C:3]=1[S:9]([NH:12][C:13]1[CH:18]=[CH:17][CH:16]=[C:15]([C:19]2[C:23]([C:24]3[CH:29]=[CH:28][N:27]=[C:26]([NH:30][CH3:31])[CH:25]=3)=[CH:22][NH:21][N:20]=2)[CH:14]=1)(=[O:10])=[O:11]. The reactants are [F:1][C:2]1[CH:7]=[CH:6][C:5]([F:8])=[CH:4][C:3]=1[S:9]([NH:12][C:13]1[CH:18]=[CH:17][CH:16]=[C:15]([C:19]2[C:23]([C:24]3[CH:29]=[CH:28][N:27]=[C:26]([NH:30][CH3:31])[CH:25]=3)=[CH:22][N:21](CC3C=CC(OC)=CC=3)[N:20]=2)[CH:14]=1)(=[O:11])=[O:10]. The yield is 0.200.